Dataset: Retrosynthesis with 50K atom-mapped reactions and 10 reaction types from USPTO. Task: Predict the reactants needed to synthesize the given product. (1) Given the product Cc1cc(N2CCCC2)c2ccc(NS(C)(=O)=O)cc2n1, predict the reactants needed to synthesize it. The reactants are: CS(N)(=O)=O.Cc1cc(N2CCCC2)c2ccc(I)cc2n1. (2) Given the product C[C@H]1CCCN1CCCOc1cnc2[nH]c(C(=O)N3CCC(F)(F)CC3)cc2c1, predict the reactants needed to synthesize it. The reactants are: C[C@H]1CCCN1.O=C(c1cc2cc(OCCCCl)cnc2[nH]1)N1CCC(F)(F)CC1. (3) Given the product Nc1ccc(-c2cccc(OC(F)(F)F)c2)cc1, predict the reactants needed to synthesize it. The reactants are: Nc1ccc(Br)cc1.OB(O)c1cccc(OC(F)(F)F)c1.